The task is: Predict the reactants needed to synthesize the given product.. This data is from Full USPTO retrosynthesis dataset with 1.9M reactions from patents (1976-2016). (1) Given the product [C:47]([O:51][C:52](=[O:72])[NH:53][CH2:54][C@@H:55]([NH:71][C:11](=[O:13])/[CH:10]=[CH:9]/[C:7]1[CH:8]=[C:3]([C:1]#[N:2])[CH:4]=[CH:5][C:6]=1[O:14][CH3:15])[CH2:56][N:57]1[CH2:58][CH2:59][CH:60]([O:63][C:64]2[CH:69]=[CH:68][C:67]([F:70])=[CH:66][CH:65]=2)[CH2:61][CH2:62]1)([CH3:50])([CH3:48])[CH3:49], predict the reactants needed to synthesize it. The reactants are: [C:1]([C:3]1[CH:4]=[CH:5][C:6]([O:14][CH3:15])=[C:7](/[CH:9]=[CH:10]/[C:11]([OH:13])=O)[CH:8]=1)#[N:2].F[B-](F)(F)F.N1(OC(N(C)C)=[N+](C)C)C2C=CC=CC=2N=N1.C(N(C(C)C)CC)(C)C.[C:47]([O:51][C:52](=[O:72])[NH:53][CH2:54][C@@H:55]([NH2:71])[CH2:56][N:57]1[CH2:62][CH2:61][CH:60]([O:63][C:64]2[CH:69]=[CH:68][C:67]([F:70])=[CH:66][CH:65]=2)[CH2:59][CH2:58]1)([CH3:50])([CH3:49])[CH3:48]. (2) Given the product [CH2:1]([C:3]1[N:8]=[C:7]([NH:9][C:17](=[O:22])[C:18]([CH3:21])([CH3:20])[CH3:19])[CH:6]=[CH:5][CH:4]=1)[CH3:2], predict the reactants needed to synthesize it. The reactants are: [CH2:1]([C:3]1[N:8]=[C:7]([NH2:9])[CH:6]=[CH:5][CH:4]=1)[CH3:2].C(N(CC)CC)C.[C:17](Cl)(=[O:22])[C:18]([CH3:21])([CH3:20])[CH3:19]. (3) Given the product [Br:1][C:2]1[CH:10]=[CH:9][CH:8]=[CH:7][C:3]=1[C:4]([NH:39][CH2:40][C:41]([NH:43][C@H:44]([B:49]1[O:53][C@@H:52]2[CH2:54][C@@H:55]3[CH2:58][C@H:57]([C@:51]2([CH3:61])[O:50]1)[C:56]3([CH3:59])[CH3:60])[CH2:45][CH:46]([CH3:48])[CH3:47])=[O:42])=[O:6], predict the reactants needed to synthesize it. The reactants are: [Br:1][C:2]1[CH:10]=[CH:9][CH:8]=[CH:7][C:3]=1[C:4]([OH:6])=O.CCN=C=NCCCN(C)C.C1C=CC2N(O)N=NC=2C=1.CN1CCOCC1.[NH2:39][CH2:40][C:41]([NH:43][C@H:44]([B:49]1[O:53][C@@H:52]2[CH2:54][C@@H:55]3[CH2:58][C@H:57]([C@:51]2([CH3:61])[O:50]1)[C:56]3([CH3:60])[CH3:59])[CH2:45][CH:46]([CH3:48])[CH3:47])=[O:42]. (4) The reactants are: [Br:1][C:2]1[CH:3]=[CH:4][CH:5]=[C:6]2[C:28]=1[C:9]1([CH2:14][CH2:13][N:12]([C:15](=[O:27])[NH:16][CH:17]3[CH:24]4[CH2:25][CH:20]5[CH2:21][CH:22]([CH2:26][CH:18]3[CH2:19]5)[CH2:23]4)[CH2:11][CH2:10]1)[CH2:8][CH:7]2[CH:29]([CH3:35])[C:30]([O:32]CC)=[O:31].O[Li].O. Given the product [Br:1][C:2]1[CH:3]=[CH:4][CH:5]=[C:6]2[C:28]=1[C:9]1([CH2:10][CH2:11][N:12]([C:15](=[O:27])[NH:16][CH:17]3[CH:18]4[CH2:26][CH:22]5[CH2:21][CH:20]([CH2:25][CH:24]3[CH2:23]5)[CH2:19]4)[CH2:13][CH2:14]1)[CH2:8][CH:7]2[CH:29]([CH3:35])[C:30]([OH:32])=[O:31], predict the reactants needed to synthesize it.